From a dataset of Forward reaction prediction with 1.9M reactions from USPTO patents (1976-2016). Predict the product of the given reaction. (1) Given the reactants [NH2:1][C:2]1[C:6]([C:7]([OH:9])=[O:8])=[CH:5][NH:4][N:3]=1.CN([CH:13]=[C:14]([CH:17]=O)[CH:15]=[O:16])C, predict the reaction product. The product is: [CH:15]([C:14]1[CH:13]=[N:1][C:2]2[N:3]([N:4]=[CH:5][C:6]=2[C:7]([OH:9])=[O:8])[CH:17]=1)=[O:16]. (2) Given the reactants [CH3:1][O:2][CH2:3][CH2:4][N:5]1[CH2:11][C:10]2[CH:12]=[CH:13][C:14]([C:16]([O:18]C)=O)=[CH:15][C:9]=2[O:8][CH2:7][CH2:6]1.[OH-:20].[Na+].[NH2:22]O.Cl, predict the reaction product. The product is: [OH:20][NH:22][C:16]([C:14]1[CH:13]=[CH:12][C:10]2[CH2:11][N:5]([CH2:4][CH2:3][O:2][CH3:1])[CH2:6][CH2:7][O:8][C:9]=2[CH:15]=1)=[O:18]. (3) Given the reactants [N:1]1[CH:6]=[CH:5][CH:4]=[C:3]([OH:7])[CH:2]=1.[H-].[Na+].Cl[CH2:11][O:12][CH3:13], predict the reaction product. The product is: [CH3:11][O:12][CH2:13][O:7][C:3]1[CH:2]=[N:1][CH:6]=[CH:5][CH:4]=1. (4) Given the reactants [OH:1][C:2]1[C:3]([C:16](=[O:18])[CH3:17])=[CH:4][C:5]2[C:6]([CH3:15])([CH3:14])[CH2:7][CH2:8][C:9]([CH3:13])([CH3:12])[C:10]=2[CH:11]=1.[CH2:19](Br)[C:20]1[CH:25]=[CH:24][CH:23]=[CH:22][CH:21]=1, predict the reaction product. The product is: [CH2:19]([O:1][C:2]1[C:3]([C:16](=[O:18])[CH3:17])=[CH:4][C:5]2[C:6]([CH3:15])([CH3:14])[CH2:7][CH2:8][C:9]([CH3:12])([CH3:13])[C:10]=2[CH:11]=1)[C:20]1[CH:25]=[CH:24][CH:23]=[CH:22][CH:21]=1. (5) Given the reactants [CH:1]1([NH2:4])[CH2:3][CH2:2]1.[Cl:5][C:6]1[CH:11]=[CH:10][CH:9]=[C:8]([N+:12]([O-:14])=[O:13])[C:7]=1Cl.C(N(C(C)C)CC)(C)C, predict the reaction product. The product is: [Cl:5][C:6]1[CH:11]=[CH:10][CH:9]=[C:8]([N+:12]([O-:14])=[O:13])[C:7]=1[NH:4][CH:1]1[CH2:3][CH2:2]1.